Dataset: Experimentally validated miRNA-target interactions with 360,000+ pairs, plus equal number of negative samples. Task: Binary Classification. Given a miRNA mature sequence and a target amino acid sequence, predict their likelihood of interaction. The miRNA is hsa-miR-335-5p with sequence UCAAGAGCAAUAACGAAAAAUGU. The protein sequence of the target gene is MRLWKAVVVTLAFMSVDICVTTAIYVFSHLDRSLLEDIRHFNIFDSVLDLWAACLYRSCLLLGATIGVAKNSALGPRRLRASWLVITLVCLFVGIYAMVKLLLFSEVRRPIRDPWFWALFVWTYISLGASFLLWWLLSTVRPGTQALEPGAATEAEGFPGSGRPPPEQASGATLQKLLSYTKPDVAFLVAASFFLIVAALGETFLPYYTGRAIDGIVIQKSMDQFSTAVVIVCLLAIGSSFAAGIRGGIFTLIFARLNIRLRNCLFRSLVSQETSFFDENRTGDLISRLTSDTTMVSDLV.... Result: 1 (interaction).